From a dataset of NCI-60 drug combinations with 297,098 pairs across 59 cell lines. Regression. Given two drug SMILES strings and cell line genomic features, predict the synergy score measuring deviation from expected non-interaction effect. (1) Cell line: K-562. Synergy scores: CSS=2.85, Synergy_ZIP=2.38, Synergy_Bliss=3.81, Synergy_Loewe=4.62, Synergy_HSA=2.78. Drug 1: CNC(=O)C1=NC=CC(=C1)OC2=CC=C(C=C2)NC(=O)NC3=CC(=C(C=C3)Cl)C(F)(F)F. Drug 2: COCCOC1=C(C=C2C(=C1)C(=NC=N2)NC3=CC=CC(=C3)C#C)OCCOC.Cl. (2) Drug 1: CCCS(=O)(=O)NC1=C(C(=C(C=C1)F)C(=O)C2=CNC3=C2C=C(C=N3)C4=CC=C(C=C4)Cl)F. Drug 2: C1=C(C(=O)NC(=O)N1)F. Cell line: A549. Synergy scores: CSS=50.3, Synergy_ZIP=3.98, Synergy_Bliss=0.204, Synergy_Loewe=-4.87, Synergy_HSA=-0.156. (3) Drug 1: C1CC(=O)NC(=O)C1N2C(=O)C3=CC=CC=C3C2=O. Drug 2: C1C(C(OC1N2C=NC3=C2NC=NCC3O)CO)O. Cell line: M14. Synergy scores: CSS=5.47, Synergy_ZIP=-2.73, Synergy_Bliss=-3.28, Synergy_Loewe=1.87, Synergy_HSA=0.317. (4) Drug 1: CNC(=O)C1=CC=CC=C1SC2=CC3=C(C=C2)C(=NN3)C=CC4=CC=CC=N4. Drug 2: C1=C(C(=O)NC(=O)N1)F. Cell line: MOLT-4. Synergy scores: CSS=42.0, Synergy_ZIP=4.68, Synergy_Bliss=6.04, Synergy_Loewe=9.93, Synergy_HSA=11.4. (5) Drug 2: CN(C(=O)NC(C=O)C(C(C(CO)O)O)O)N=O. Drug 1: COC1=CC(=CC(=C1O)OC)C2C3C(COC3=O)C(C4=CC5=C(C=C24)OCO5)OC6C(C(C7C(O6)COC(O7)C8=CC=CS8)O)O. Cell line: SK-OV-3. Synergy scores: CSS=28.7, Synergy_ZIP=-8.03, Synergy_Bliss=1.17, Synergy_Loewe=-67.5, Synergy_HSA=2.21. (6) Drug 1: CCCCC(=O)OCC(=O)C1(CC(C2=C(C1)C(=C3C(=C2O)C(=O)C4=C(C3=O)C=CC=C4OC)O)OC5CC(C(C(O5)C)O)NC(=O)C(F)(F)F)O. Drug 2: C1=CN(C=N1)CC(O)(P(=O)(O)O)P(=O)(O)O. Cell line: SK-MEL-2. Synergy scores: CSS=-8.90, Synergy_ZIP=1.18, Synergy_Bliss=-10.7, Synergy_Loewe=-13.8, Synergy_HSA=-13.6. (7) Drug 1: C1CN1C2=NC(=NC(=N2)N3CC3)N4CC4. Drug 2: CC1C(C(CC(O1)OC2CC(OC(C2O)C)OC3=CC4=CC5=C(C(=O)C(C(C5)C(C(=O)C(C(C)O)O)OC)OC6CC(C(C(O6)C)O)OC7CC(C(C(O7)C)O)OC8CC(C(C(O8)C)O)(C)O)C(=C4C(=C3C)O)O)O)O. Cell line: OVCAR-5. Synergy scores: CSS=38.5, Synergy_ZIP=-5.98, Synergy_Bliss=-2.28, Synergy_Loewe=-12.7, Synergy_HSA=-1.07. (8) Drug 1: COC1=CC(=CC(=C1O)OC)C2C3C(COC3=O)C(C4=CC5=C(C=C24)OCO5)OC6C(C(C7C(O6)COC(O7)C8=CC=CS8)O)O. Drug 2: C1CC(=O)NC(=O)C1N2C(=O)C3=CC=CC=C3C2=O. Cell line: SR. Synergy scores: CSS=48.5, Synergy_ZIP=0.376, Synergy_Bliss=-0.933, Synergy_Loewe=-28.6, Synergy_HSA=-0.340. (9) Drug 1: CC1=CC=C(C=C1)C2=CC(=NN2C3=CC=C(C=C3)S(=O)(=O)N)C(F)(F)F. Drug 2: CC1=C2C(C(=O)C3(C(CC4C(C3C(C(C2(C)C)(CC1OC(=O)C(C(C5=CC=CC=C5)NC(=O)C6=CC=CC=C6)O)O)OC(=O)C7=CC=CC=C7)(CO4)OC(=O)C)O)C)OC(=O)C. Cell line: MDA-MB-435. Synergy scores: CSS=45.6, Synergy_ZIP=8.24, Synergy_Bliss=5.43, Synergy_Loewe=-37.9, Synergy_HSA=5.01.